Dataset: NCI-60 drug combinations with 297,098 pairs across 59 cell lines. Task: Regression. Given two drug SMILES strings and cell line genomic features, predict the synergy score measuring deviation from expected non-interaction effect. (1) Drug 1: CCC1=CC2CC(C3=C(CN(C2)C1)C4=CC=CC=C4N3)(C5=C(C=C6C(=C5)C78CCN9C7C(C=CC9)(C(C(C8N6C)(C(=O)OC)O)OC(=O)C)CC)OC)C(=O)OC.C(C(C(=O)O)O)(C(=O)O)O. Drug 2: CCCCCOC(=O)NC1=NC(=O)N(C=C1F)C2C(C(C(O2)C)O)O. Synergy scores: CSS=27.8, Synergy_ZIP=-0.378, Synergy_Bliss=-0.615, Synergy_Loewe=-49.7, Synergy_HSA=0.824. Cell line: U251. (2) Drug 1: CCCS(=O)(=O)NC1=C(C(=C(C=C1)F)C(=O)C2=CNC3=C2C=C(C=N3)C4=CC=C(C=C4)Cl)F. Drug 2: C1=CC(=CC=C1C#N)C(C2=CC=C(C=C2)C#N)N3C=NC=N3. Cell line: SK-MEL-2. Synergy scores: CSS=-0.542, Synergy_ZIP=0.214, Synergy_Bliss=1.66, Synergy_Loewe=-2.86, Synergy_HSA=-1.72. (3) Drug 1: CCC1(CC2CC(C3=C(CCN(C2)C1)C4=CC=CC=C4N3)(C5=C(C=C6C(=C5)C78CCN9C7C(C=CC9)(C(C(C8N6C)(C(=O)OC)O)OC(=O)C)CC)OC)C(=O)OC)O.OS(=O)(=O)O. Drug 2: COC1=C2C(=CC3=C1OC=C3)C=CC(=O)O2. Synergy scores: CSS=13.7, Synergy_ZIP=-4.19, Synergy_Bliss=-6.00, Synergy_Loewe=-90.6, Synergy_HSA=-6.47. Cell line: MALME-3M.